From a dataset of Full USPTO retrosynthesis dataset with 1.9M reactions from patents (1976-2016). Predict the reactants needed to synthesize the given product. (1) Given the product [CH2:35]([N:13]([C@@H:11]1[CH2:12][N:8]([C:6]([O:5][C:1]([CH3:4])([CH3:2])[CH3:3])=[O:7])[C@H:9]([C:22]([N:24]2[CH2:28][CH2:27][S:26][CH2:25]2)=[O:23])[CH2:10]1)[C:14]1[CH:19]=[CH:18][C:17]([C:20]#[N:21])=[CH:16][N:15]=1)[C:36]1[CH:41]=[CH:40][CH:39]=[CH:38][CH:37]=1, predict the reactants needed to synthesize it. The reactants are: [C:1]([O:5][C:6]([N:8]1[CH2:12][C@@H:11]([NH:13][C:14]2[CH:19]=[CH:18][C:17]([C:20]#[N:21])=[CH:16][N:15]=2)[CH2:10][C@H:9]1[C:22]([N:24]1[CH2:28][CH2:27][S:26][CH2:25]1)=[O:23])=[O:7])([CH3:4])([CH3:3])[CH3:2].CC(C)([O-])C.[K+].[CH2:35](Br)[C:36]1[CH:41]=[CH:40][CH:39]=[CH:38][CH:37]=1.C(O)(=O)CC(CC(O)=O)(C(O)=O)O. (2) Given the product [C:13](/[C:9](/[N:6]([CH2:7][CH3:8])[C:1](=[O:5])[CH2:2][CH2:3][CH3:4])=[CH:10]\[NH2:11])(=[O:12])[CH3:14], predict the reactants needed to synthesize it. The reactants are: [C:1]([N:6]([C:9]1[CH:10]=[N:11][O:12][C:13]=1[CH3:14])[CH2:7][CH3:8])(=[O:5])[CH2:2][CH2:3][CH3:4]. (3) Given the product [CH:23]1([CH2:22][O:21][C:19]2[CH:20]=[C:15]([CH:16]=[C:17]([C:31]#[C:30][CH2:29][N:32]3[CH2:37][CH2:36][O:35][CH2:34][CH2:33]3)[CH:18]=2)[CH2:14][S:13][C:10]2[CH:11]=[CH:12][C:7]([O:6][CH2:5][C:4]([OH:3])=[O:28])=[C:8]([CH3:27])[CH:9]=2)[CH2:24][CH2:25]1, predict the reactants needed to synthesize it. The reactants are: C([O:3][C:4](=[O:28])[CH2:5][O:6][C:7]1[CH:12]=[CH:11][C:10]([S:13][CH2:14][C:15]2[CH:20]=[C:19]([O:21][CH2:22][CH:23]3[CH2:25][CH2:24]3)[CH:18]=[C:17](Br)[CH:16]=2)=[CH:9][C:8]=1[CH3:27])C.[CH2:29]([N:32]1[CH2:37][CH2:36][O:35][CH2:34][CH2:33]1)[C:30]#[CH:31].C(OC(=O)COC1C=CC(SC2C=C(C#CC3C=CC(CO)=CC=3)C=C(OCCC3C=CC(Cl)=CC=3)C=2)=CC=1C)C. (4) Given the product [C:10]([N:4]1[C:3](=[O:9])[C:2]([I:1])=[CH:7][NH:6][C:5]1=[O:8])(=[O:17])[C:11]1[CH:16]=[CH:15][CH:14]=[CH:13][CH:12]=1, predict the reactants needed to synthesize it. The reactants are: [I:1][C:2]1[C:3](=[O:9])[NH:4][C:5](=[O:8])[NH:6][CH:7]=1.[C:10](Cl)(=[O:17])[C:11]1[CH:16]=[CH:15][CH:14]=[CH:13][CH:12]=1.O.